Dataset: Catalyst prediction with 721,799 reactions and 888 catalyst types from USPTO. Task: Predict which catalyst facilitates the given reaction. Reactant: [C:1]1([C:33]2[CH:38]=[CH:37][CH:36]=[CH:35][CH:34]=2)[CH:6]=[CH:5][C:4]([C:7]2[N:12]=[C:11]3[C:13]([C:28]([F:31])([F:30])[F:29])=[C:14]([O:18][C@H:19]4[C@H:23]5[O:24][CH2:25][C@@H:26]([OH:27])[C@H:22]5[O:21][CH2:20]4)[N:15](CO)[C:10]3=[CH:9][C:8]=2[Cl:32])=[CH:3][CH:2]=1.C(N)CN. Product: [C:1]1([C:33]2[CH:34]=[CH:35][CH:36]=[CH:37][CH:38]=2)[CH:2]=[CH:3][C:4]([C:7]2[N:12]=[C:11]3[C:13]([C:28]([F:29])([F:31])[F:30])=[C:14]([O:18][C@H:19]4[C@H:23]5[O:24][CH2:25][C@@H:26]([OH:27])[C@H:22]5[O:21][CH2:20]4)[NH:15][C:10]3=[CH:9][C:8]=2[Cl:32])=[CH:5][CH:6]=1. The catalyst class is: 3.